This data is from Full USPTO retrosynthesis dataset with 1.9M reactions from patents (1976-2016). The task is: Predict the reactants needed to synthesize the given product. (1) The reactants are: [O:1]1[C:5]2[CH:6]=[CH:7][C:8]([C:10]([CH:13]3[CH2:15][CH2:14]3)(O)[CH3:11])=[CH:9][C:4]=2[O:3][CH2:2]1.FC(F)(F)C(O)=O.[CH3:23][S:24][CH2:25][C:26]1[CH:27]=[CH:28][CH:29]=[C:30]2[C:34]=1[NH:33][CH:32]=[CH:31]2. Given the product [O:1]1[C:5]2[CH:6]=[CH:7][C:8]([C:10]([C:31]3[C:30]4[C:34](=[C:26]([CH2:25][S:24][CH3:23])[CH:27]=[CH:28][CH:29]=4)[NH:33][CH:32]=3)([CH:13]3[CH2:15][CH2:14]3)[CH3:11])=[CH:9][C:4]=2[O:3][CH2:2]1, predict the reactants needed to synthesize it. (2) Given the product [CH3:24][C:25]([CH3:29])=[CH:26][CH2:27][NH:1][C:2]1[CH:3]=[C:4]([C:8]2[N:13]3[N:14]=[CH:15][C:16]([C:17]([C:19]4[S:20][CH:21]=[CH:22][CH:23]=4)=[O:18])=[C:12]3[N:11]=[CH:10][CH:9]=2)[CH:5]=[CH:6][CH:7]=1, predict the reactants needed to synthesize it. The reactants are: [NH2:1][C:2]1[CH:3]=[C:4]([C:8]2[N:13]3[N:14]=[CH:15][C:16]([C:17]([C:19]4[S:20][CH:21]=[CH:22][CH:23]=4)=[O:18])=[C:12]3[N:11]=[CH:10][CH:9]=2)[CH:5]=[CH:6][CH:7]=1.[CH3:24][C:25](=[CH2:29])[CH2:26][CH:27]=O. (3) The reactants are: C(O[C:4]([C:6]1[C:7](=[O:23])[N:8]([CH2:18][CH2:19][CH:20]([CH3:22])[CH3:21])[N:9]=[C:10]([C:13]2[S:14][CH:15]=[CH:16][CH:17]=2)[C:11]=1[OH:12])=[O:5])C.[NH2:24][C:25]1[CH:29]=[C:28]([Cl:30])[S:27][C:26]=1[S:31]([NH2:34])(=[O:33])=[O:32]. Given the product [Cl:30][C:28]1[S:27][C:26]([S:31](=[O:33])(=[O:32])[NH2:34])=[C:25]([NH:24][C:4]([C:6]2[C:7](=[O:23])[N:8]([CH2:18][CH2:19][CH:20]([CH3:21])[CH3:22])[N:9]=[C:10]([C:13]3[S:14][CH:15]=[CH:16][CH:17]=3)[C:11]=2[OH:12])=[O:5])[CH:29]=1, predict the reactants needed to synthesize it. (4) Given the product [Br:15][C:16]1[CH:25]=[C:24]2[C:19]([N:20]=[CH:21][C:22]([N:9]3[CH2:8][CH2:7][CH:6]([S:3]([N:2]([CH3:12])[CH3:1])(=[O:5])=[O:4])[CH2:11][CH2:10]3)=[N:23]2)=[CH:18][CH:17]=1, predict the reactants needed to synthesize it. The reactants are: [CH3:1][N:2]([CH3:12])[S:3]([CH:6]1[CH2:11][CH2:10][NH:9][CH2:8][CH2:7]1)(=[O:5])=[O:4].[H-].[Na+].[Br:15][C:16]1[CH:25]=[C:24]2[C:19]([N:20](Cl)[CH2:21][CH:22]=[N:23]2)=[CH:18][CH:17]=1.O.